Dataset: Forward reaction prediction with 1.9M reactions from USPTO patents (1976-2016). Task: Predict the product of the given reaction. Given the reactants [NH2:1][C:2]1[C:7]([NH2:8])=[C:6]([NH:9][C@@H:10]2[C@@H:15]3[CH2:16][C@@H:12]([CH:13]=[CH:14]3)[C@@H:11]2[C:17]([NH2:19])=[O:18])[C:5]([Br:20])=[CH:4][N:3]=1.[F:21][C:22]1[CH:23]=[C:24]([CH:28]=O)[CH:25]=[CH:26][CH:27]=1.C([O-])(=O)C.[NH4+], predict the reaction product. The product is: [Br:20][C:5]1[C:6]([NH:9][C@@H:10]2[C@@H:15]3[CH2:16][C@@H:12]([CH:13]=[CH:14]3)[C@@H:11]2[C:17]([NH2:19])=[O:18])=[C:7]2[N:8]=[C:28]([C:24]3[CH:25]=[CH:26][CH:27]=[C:22]([F:21])[CH:23]=3)[NH:1][C:2]2=[N:3][CH:4]=1.